This data is from CYP2C19 inhibition data for predicting drug metabolism from PubChem BioAssay. The task is: Regression/Classification. Given a drug SMILES string, predict its absorption, distribution, metabolism, or excretion properties. Task type varies by dataset: regression for continuous measurements (e.g., permeability, clearance, half-life) or binary classification for categorical outcomes (e.g., BBB penetration, CYP inhibition). Dataset: cyp2c19_veith. (1) The compound is Cc1ccc(OCc2nnc(SCC(=O)O)n2N)cc1. The result is 0 (non-inhibitor). (2) The molecule is O=c1oc2c(Cl)cc(Cl)cc2cc1-c1nnc(Nc2ccccc2F)s1. The result is 0 (non-inhibitor). (3) The molecule is Fc1ccc(NCc2ccccc2F)cc1Cl. The result is 1 (inhibitor).